From a dataset of Retrosynthesis with 50K atom-mapped reactions and 10 reaction types from USPTO. Predict the reactants needed to synthesize the given product. Given the product Cc1ccncc1-c1ccc2cc(NC(=O)C3C4COCC43)ncc2c1, predict the reactants needed to synthesize it. The reactants are: Cc1ccncc1-c1ccc2cc(N)ncc2c1.O=C(O)C1C2COCC21.